This data is from Reaction yield outcomes from USPTO patents with 853,638 reactions. The task is: Predict the reaction yield, written as a fraction of the theoretical maximum amount of product (1.0 means a 100% yield; for example, 0.34 means a 34% yield). (1) The reactants are [NH2:1][C@H:2]([CH2:10][OH:11])[CH2:3][C:4]1[CH:9]=[CH:8][CH:7]=[CH:6][CH:5]=1.[CH:12](=O)[C:13]1[CH:18]=[CH:17][CH:16]=[CH:15][CH:14]=1.[H][H]. The catalyst is C(O)C.[Pt]. The product is [CH2:12]([NH:1][C@H:2]([CH2:10][OH:11])[CH2:3][C:4]1[CH:5]=[CH:6][CH:7]=[CH:8][CH:9]=1)[C:13]1[CH:18]=[CH:17][CH:16]=[CH:15][CH:14]=1. The yield is 0.480. (2) The reactants are [CH2:1]([O:8][C:9]1[CH:10]=[C:11]([C:16](Br)=[CH:17][N:18]=1)[C:12]([O:14][CH3:15])=[O:13])[C:2]1[CH:7]=[CH:6][CH:5]=[CH:4][CH:3]=1.[CH2:20]([O:22]/[CH:23]=[CH:24]/B1OC(C)(C)C(C)(C)O1)[CH3:21].C([O-])([O-])=O.[Na+].[Na+]. The catalyst is C1(C)C=CC=CC=1.CCO.O.CCOC(C)=O.C1C=CC([P]([Pd]([P](C2C=CC=CC=2)(C2C=CC=CC=2)C2C=CC=CC=2)([P](C2C=CC=CC=2)(C2C=CC=CC=2)C2C=CC=CC=2)[P](C2C=CC=CC=2)(C2C=CC=CC=2)C2C=CC=CC=2)(C2C=CC=CC=2)C2C=CC=CC=2)=CC=1. The product is [CH2:1]([O:8][C:9]1[CH:10]=[C:11]([C:16](/[CH:21]=[CH:20]/[O:22][CH2:23][CH3:24])=[CH:17][N:18]=1)[C:12]([O:14][CH3:15])=[O:13])[C:2]1[CH:7]=[CH:6][CH:5]=[CH:4][CH:3]=1. The yield is 0.820. (3) The reactants are [F:1][C:2]([F:25])([F:24])[S:3]([C:6]1[CH:23]=[CH:22][C:9]([NH:10][CH:11]2[CH2:16][CH2:15][CH:14]([O:17][CH2:18][C:19](O)=[O:20])[CH2:13][CH2:12]2)=[CH:8][CH:7]=1)(=[O:5])=[O:4].CCN=C=NCCCN(C)C.Cl.C1C=CC2N(O)N=NC=2C=1.CN1CCOCC1.Cl.[N:56]1([C:62]2[CH:71]=[CH:70][C:69]3[C:64](=[CH:65][CH:66]=[C:67]([C:72]([F:75])([F:74])[F:73])[CH:68]=3)[N:63]=2)[CH2:61][CH2:60][NH:59][CH2:58][CH2:57]1. The catalyst is CN(C=O)C. The product is [F:74][C:72]([F:73])([F:75])[C:67]1[CH:68]=[C:69]2[C:64](=[CH:65][CH:66]=1)[N:63]=[C:62]([N:56]1[CH2:57][CH2:58][N:59]([C:19](=[O:20])[CH2:18][O:17][CH:14]3[CH2:13][CH2:12][CH:11]([NH:10][C:9]4[CH:8]=[CH:7][C:6]([S:3]([C:2]([F:24])([F:1])[F:25])(=[O:4])=[O:5])=[CH:23][CH:22]=4)[CH2:16][CH2:15]3)[CH2:60][CH2:61]1)[CH:71]=[CH:70]2. The yield is 0.700. (4) The reactants are CO[CH:3](OC)[CH:4]1[S:8][C:7]([C:9]2[NH:10][C:11]3[C:16]([CH:17]=2)=[CH:15][C:14]([O:18][CH2:19][CH2:20][O:21][CH3:22])=[CH:13][C:12]=3[N:23]([CH3:33])[S:24]([C:27]2[N:28]([CH3:32])[CH:29]=[CH:30][N:31]=2)(=[O:26])=[O:25])=[N:6][CH2:5]1.FC(F)(F)C(O)=O.S(=O)(=O)(O)O.Cl.[NH:49]1[CH2:54][CH2:53][S:52](=[O:55])[CH2:51][CH2:50]1.C(O[BH-](OC(=O)C)OC(=O)C)(=O)C.[Na+]. The catalyst is O1CCCC1.O.C(N(CC)CC)C. The product is [CH3:22][O:21][CH2:20][CH2:19][O:18][C:14]1[CH:15]=[C:16]2[C:11](=[C:12]([N:23]([CH3:33])[S:24]([C:27]3[N:28]([CH3:32])[CH:29]=[CH:30][N:31]=3)(=[O:25])=[O:26])[CH:13]=1)[NH:10][C:9]([C:7]1[S:8][CH:4]([CH2:3][N:49]3[CH2:54][CH2:53][S:52](=[O:55])[CH2:51][CH2:50]3)[CH2:5][N:6]=1)=[CH:17]2. The yield is 0.180. (5) The reactants are [Cl:1][C:2]1[CH:17]=[CH:16][C:5]([CH2:6][N:7]2[C:12](=[O:13])[C:11]([CH3:14])=[N:10][NH:9][C:8]2=[O:15])=[CH:4][CH:3]=1.[C:18]([NH:21][C:22]1[CH:23]=[C:24](B(O)O)[CH:25]=[CH:26][CH:27]=1)(=[O:20])[CH3:19].N1C=CC=CC=1. The catalyst is CN(C=O)C.C([O-])(O)=O.[Na+].C([O-])(=O)C.[Cu+2].C([O-])(=O)C. The product is [Cl:1][C:2]1[CH:3]=[CH:4][C:5]([CH2:6][N:7]2[C:12](=[O:13])[C:11]([CH3:14])=[N:10][N:9]([C:26]3[CH:27]=[C:22]([NH:21][C:18](=[O:20])[CH3:19])[CH:23]=[CH:24][CH:25]=3)[C:8]2=[O:15])=[CH:16][CH:17]=1. The yield is 0.630. (6) The reactants are [N:1]([C:4]1[CH:14]=[CH:13][C:7]([C:8]([O:10][CH2:11][CH3:12])=[O:9])=[CH:6][CH:5]=1)=[C:2]=[O:3].[Cl:15][C:16]1[CH:22]=[CH:21][C:19]([NH2:20])=[CH:18][C:17]=1[C:23]([F:26])([F:25])[F:24]. The catalyst is C(Cl)Cl. The product is [Cl:15][C:16]1[CH:22]=[CH:21][C:19]([NH:20][C:2]([NH:1][C:4]2[CH:14]=[CH:13][C:7]([C:8]([O:10][CH2:11][CH3:12])=[O:9])=[CH:6][CH:5]=2)=[O:3])=[CH:18][C:17]=1[C:23]([F:24])([F:25])[F:26]. The yield is 0.970. (7) The reactants are [OH:1][C:2]1[CH:3]=[C:4](/[CH:8]=[CH:9]/[C:10]([OH:12])=O)[CH:5]=[CH:6][CH:7]=1.[CH3:13][N:14]1[CH2:19][CH2:18][NH:17][CH2:16][CH2:15]1.C1C=CC2N(O)N=NC=2C=1.CN(C(ON1N=NC2C=CC=CC1=2)=[N+](C)C)C.F[P-](F)(F)(F)(F)F.CN1CCOCC1. The catalyst is C1COCC1. The product is [CH3:13][N:14]1[CH2:19][CH2:18][N:17]([C:10](=[O:12])/[CH:9]=[CH:8]/[C:4]2[CH:3]=[C:2]([OH:1])[CH:7]=[CH:6][CH:5]=2)[CH2:16][CH2:15]1. The yield is 0.810.